This data is from Catalyst prediction with 721,799 reactions and 888 catalyst types from USPTO. The task is: Predict which catalyst facilitates the given reaction. (1) Reactant: C(O[BH-](OC(=O)C)OC(=O)C)(=O)C.[Na+].[F:15][C:16]1[CH:17]=[C:18]([C@@H:23]([C:27]2[CH:32]=[CH:31][C:30]([S:33]([CH3:36])(=[O:35])=[O:34])=[CH:29][CH:28]=2)[CH2:24][CH:25]=O)[CH:19]=[C:20]([F:22])[CH:21]=1.[CH2:37]([N:39]([CH:47]1[CH2:52][CH2:51][NH:50][CH2:49][CH2:48]1)C(=O)OC(C)(C)C)[CH3:38].C(O)(=O)C. Product: [F:15][C:16]1[CH:17]=[C:18]([C@@H:23]([C:27]2[CH:32]=[CH:31][C:30]([S:33]([CH3:36])(=[O:35])=[O:34])=[CH:29][CH:28]=2)[CH2:24][CH2:25][N:50]2[CH2:51][CH2:52][CH:47]([NH:39][CH2:37][CH3:38])[CH2:48][CH2:49]2)[CH:19]=[C:20]([F:22])[CH:21]=1. The catalyst class is: 4. (2) Reactant: [C:1]([C:3]1[C:8]([OH:9])=[C:7]([O:10][CH3:11])[CH:6]=[C:5]([C:12]#[N:13])[C:4]=1[C:14]1[CH:19]=[CH:18][C:17]([C:20]([OH:22])=O)=[CH:16][CH:15]=1)#[N:2].[CH2:23]([NH2:27])[CH2:24][CH2:25][CH3:26].Cl.CN(C)CCCN=C=NCC.CCN(C(C)C)C(C)C.O.ON1C2C=CC=CC=2N=N1.[OH-].[Na+]. Product: [CH2:23]([NH:27][C:20]([C:17]1[CH:18]=[CH:19][C:14]([C:4]2[C:5]([C:12]#[N:13])=[CH:6][C:7]([O:10][CH3:11])=[C:8]([OH:9])[C:3]=2[C:1]#[N:2])=[CH:15][CH:16]=1)=[O:22])[CH2:24][CH2:25][CH3:26]. The catalyst class is: 3.